This data is from Full USPTO retrosynthesis dataset with 1.9M reactions from patents (1976-2016). The task is: Predict the reactants needed to synthesize the given product. (1) Given the product [CH2:1]([NH:8][C:9]([NH:11][N:12]([CH2:14][C:15]([NH:18][C@H:19]([C:28]([N:30]([C@@H:42]([CH3:50])[CH:43]([O:47][CH2:48][CH3:49])[O:44][CH2:45][CH3:46])[CH2:31][C:32]1[CH:33]=[CH:34][CH:35]=[C:36]2[C:41]=1[N:40]=[CH:39][CH:38]=[CH:37]2)=[O:29])[CH2:20][C:21]([O:23][C:24]([CH3:25])([CH3:27])[CH3:26])=[O:22])=[O:17])[CH3:13])=[O:10])[C:2]1[CH:3]=[CH:4][CH:5]=[CH:6][CH:7]=1, predict the reactants needed to synthesize it. The reactants are: [CH2:1]([NH:8][C:9]([NH:11][N:12]([CH2:14][C:15]([OH:17])=O)[CH3:13])=[O:10])[C:2]1[CH:7]=[CH:6][CH:5]=[CH:4][CH:3]=1.[NH2:18][C@H:19]([C:28]([N:30]([C@@H:42]([CH3:50])[CH:43]([O:47][CH2:48][CH3:49])[O:44][CH2:45][CH3:46])[CH2:31][C:32]1[CH:33]=[CH:34][CH:35]=[C:36]2[C:41]=1[N:40]=[CH:39][CH:38]=[CH:37]2)=[O:29])[CH2:20][C:21]([O:23][C:24]([CH3:27])([CH3:26])[CH3:25])=[O:22]. (2) Given the product [NH2:23][CH2:22][CH2:21][O:20][CH:8]([C:4]1[CH:5]=[CH:6][CH:7]=[C:2]([Cl:1])[CH:3]=1)[CH2:9][CH2:10][N:11]([CH3:19])[C:12](=[O:18])[O:13][C:14]([CH3:17])([CH3:15])[CH3:16], predict the reactants needed to synthesize it. The reactants are: [Cl:1][C:2]1[CH:3]=[C:4]([CH:8]([O:20][CH2:21][C:22]#[N:23])[CH2:9][CH2:10][N:11]([CH3:19])[C:12](=[O:18])[O:13][C:14]([CH3:17])([CH3:16])[CH3:15])[CH:5]=[CH:6][CH:7]=1.S(C)C.CO. (3) Given the product [C:20]1([C:18]2[O:17][N:16]=[C:15]([CH:14]=[C:11]3[CH2:12][CH2:13][NH:8][CH2:9][CH2:10]3)[N:19]=2)[CH:21]=[CH:22][CH:23]=[CH:24][CH:25]=1, predict the reactants needed to synthesize it. The reactants are: C(OC([N:8]1[CH2:13][CH2:12][C:11](=[CH:14][C:15]2[N:19]=[C:18]([C:20]3[CH:25]=[CH:24][CH:23]=[CH:22][CH:21]=3)[O:17][N:16]=2)[CH2:10][CH2:9]1)=O)(C)(C)C.FC(F)(F)C(O)=O. (4) Given the product [F:1][C:2]([F:21])([C:15]1[CH:16]=[N:17][CH:18]=[N:19][CH:20]=1)[C:3]1[CH:4]=[C:5]2[C:10](=[C:11]([CH:13]=[O:22])[CH:12]=1)[N:9]=[CH:8][CH:7]=[CH:6]2, predict the reactants needed to synthesize it. The reactants are: [F:1][C:2]([F:21])([C:15]1[CH:16]=[N:17][CH:18]=[N:19][CH:20]=1)[C:3]1[CH:4]=[C:5]2[C:10](=[C:11]([CH:13]=C)[CH:12]=1)[N:9]=[CH:8][CH:7]=[CH:6]2.[O:22]=[O+][O-].CSC.